From a dataset of Full USPTO retrosynthesis dataset with 1.9M reactions from patents (1976-2016). Predict the reactants needed to synthesize the given product. (1) Given the product [NH2:13][C:5]1[C:6]([C:7]([O:9][CH2:10][CH:11]=[CH2:12])=[O:8])=[C:2]2[N:1]=[CH:16][C:17]([CH2:18][C:19]#[N:20])=[CH:21][N:3]2[N:4]=1, predict the reactants needed to synthesize it. The reactants are: [NH2:1][C:2]1[C:6]([C:7]([O:9][CH2:10][CH:11]=[CH2:12])=[O:8])=[C:5]([NH2:13])[NH:4][N:3]=1.CO[CH:16](OC)[CH:17]([CH:21](OC)OC)[CH2:18][C:19]#[N:20].ClC1C=CC2N=NN(OC(=[N+](C)C)N(C)C)C=2C=1.C([O-])(O)=O.[Na+]. (2) The reactants are: [Cl:1][C:2]1[C:7]([NH+:8]([O-])O)=[C:6]([Cl:11])[N:5]=[CH:4][N:3]=1. Given the product [Cl:1][C:2]1[C:7]([NH2:8])=[C:6]([Cl:11])[N:5]=[CH:4][N:3]=1, predict the reactants needed to synthesize it. (3) The reactants are: [Cl:1][C:2]1[CH:7]=[CH:6][CH:5]=[C:4]([Cl:8])[C:3]=1[N:9]1[CH:18]=[C:12]2[C:13]([NH2:17])=[N:14][CH:15]=[CH:16][C:11]2=[N:10]1.[NH2:19][C:20]1[N:21]=[N:22][C:23](Cl)=[CH:24][CH:25]=1.CC1(C)C2C(=C(P(C3C=CC=CC=3)C3C=CC=CC=3)C=CC=2)OC2C(P(C3C=CC=CC=3)C3C=CC=CC=3)=CC=CC1=2.C(=O)([O-])[O-].[Cs+].[Cs+]. Given the product [Cl:1][C:2]1[CH:7]=[CH:6][CH:5]=[C:4]([Cl:8])[C:3]=1[N:9]1[CH:18]=[C:12]2[C:13]([NH:17][C:23]3[N:22]=[N:21][C:20]([NH2:19])=[CH:25][CH:24]=3)=[N:14][CH:15]=[CH:16][C:11]2=[N:10]1, predict the reactants needed to synthesize it. (4) The reactants are: [CH:1]12[CH2:7][CH:4]([CH2:5][CH2:6]1)[CH:3]=[CH:2]2.[Cl-].C([Al+]CC)C.C=C.Cl. Given the product [CH2:1]=[CH2:2].[CH:1]12[CH2:7][CH:4]([CH2:5][CH2:6]1)[CH:3]=[CH:2]2, predict the reactants needed to synthesize it. (5) Given the product [C:38]([O:37][C:35](=[O:36])[C:34]([F:43])([F:42])[O:33][C:32]1[CH:31]=[CH:30][C:29]([CH2:28][CH:10]([C:7]2[CH:6]=[CH:5][C:4]([C:3]([O:2][CH3:1])=[O:20])=[CH:9][CH:8]=2)[C:11]([C:13]2[CH:14]=[CH:15][C:16]([F:19])=[CH:17][CH:18]=2)=[O:12])=[CH:45][CH:44]=1)([CH3:41])([CH3:39])[CH3:40], predict the reactants needed to synthesize it. The reactants are: [CH3:1][O:2][C:3](=[O:20])[C:4]1[CH:9]=[CH:8][C:7]([CH2:10][C:11]([C:13]2[CH:18]=[CH:17][C:16]([F:19])=[CH:15][CH:14]=2)=[O:12])=[CH:6][CH:5]=1.CC(C)([O-])C.[K+].Br[CH2:28][C:29]1[CH:45]=[CH:44][C:32]([O:33][C:34]([F:43])([F:42])[C:35]([O:37][C:38]([CH3:41])([CH3:40])[CH3:39])=[O:36])=[CH:31][CH:30]=1. (6) The reactants are: C[C:2]([S:7]([CH:10]1[CH2:15][CH2:14][O:13][CH2:12][CH2:11]1)(=[O:9])=[O:8])([CH3:6])[C:3]([OH:5])=O.O=S(Cl)Cl.[NH2:20][C:21]1[O:25][N:24]=[C:23]([C:26]([CH3:30])([CH3:29])[C:27]#[N:28])[CH:22]=1.CCN(C(C)C)C(C)C. Given the product [C:27]([C:26]([CH3:30])([CH3:29])[C:23]1[CH:22]=[C:21]([NH:20][C:3](=[O:5])[CH:2]([S:7]([CH:10]2[CH2:11][CH2:12][O:13][CH2:14][CH2:15]2)(=[O:8])=[O:9])[CH3:6])[O:25][N:24]=1)#[N:28], predict the reactants needed to synthesize it.